This data is from Reaction yield outcomes from USPTO patents with 853,638 reactions. The task is: Predict the reaction yield, written as a fraction of the theoretical maximum amount of product (1.0 means a 100% yield; for example, 0.34 means a 34% yield). (1) The reactants are [Br:1][CH2:2][CH2:3][N:4]1[C:8]([C:9](OC)=[O:10])=[CH:7][C:6]([N+:13]([O-:15])=[O:14])=[N:5]1.[BH4-].[Li+].C(OCC)(=O)C.O. The catalyst is O1CCCC1. The product is [Br:1][CH2:2][CH2:3][N:4]1[C:8]([CH2:9][OH:10])=[CH:7][C:6]([N+:13]([O-:15])=[O:14])=[N:5]1. The yield is 0.350. (2) The reactants are [C:1]([C:3]1[CH:23]=[CH:22][C:6]([O:7][CH2:8][CH:9]2[CH2:14][CH2:13][N:12]([C:15]([O:17][C:18]([CH3:21])([CH3:20])[CH3:19])=[O:16])[CH2:11][CH2:10]2)=[CH:5][CH:4]=1)#[N:2].Cl.[NH2:25][OH:26].C(N(CC)CC)C. The catalyst is C(O)C. The product is [OH:26][N:25]=[C:1]([C:3]1[CH:4]=[CH:5][C:6]([O:7][CH2:8][CH:9]2[CH2:10][CH2:11][N:12]([C:15]([O:17][C:18]([CH3:19])([CH3:20])[CH3:21])=[O:16])[CH2:13][CH2:14]2)=[CH:22][CH:23]=1)[NH2:2]. The yield is 0.780. (3) The reactants are [C:1]([O:5][C:6]([N:8]([C:16]1[C:21]([C:22]#[C:23][Si](C)(C)C)=[N:20][C:19]([C:28]2[CH:33]=[CH:32][C:31]([S:34]([CH:37]([CH3:39])[CH3:38])(=[O:36])=[O:35])=[CH:30][CH:29]=2)=[CH:18][N:17]=1)[C:9](=[O:15])[O:10][C:11]([CH3:14])([CH3:13])[CH3:12])=[O:7])([CH3:4])([CH3:3])[CH3:2].C(=O)([O-])[O-].[Na+].[Na+]. The catalyst is CO. The product is [C:1]([O:5][C:6]([N:8]([C:16]1[C:21]([C:22]#[CH:23])=[N:20][C:19]([C:28]2[CH:29]=[CH:30][C:31]([S:34]([CH:37]([CH3:39])[CH3:38])(=[O:36])=[O:35])=[CH:32][CH:33]=2)=[CH:18][N:17]=1)[C:9](=[O:15])[O:10][C:11]([CH3:13])([CH3:14])[CH3:12])=[O:7])([CH3:2])([CH3:3])[CH3:4]. The yield is 0.890. (4) The reactants are [OH:1][C@H:2]1[C:10]2[C:5](=[CH:6][CH:7]=[CH:8][CH:9]=2)[CH2:4][C@:3]1([CH2:20][C:21]1[CH:29]=[CH:28][C:24]([C:25]([NH2:27])=[O:26])=[CH:23][CH:22]=1)[C:11]1[CH2:12][C:13]2[C:18]([CH:19]=1)=[CH:17][CH:16]=[CH:15][CH:14]=2.C1CCC(N=C=NC2CCCCC2)CC1.C([NH:62][C@H:63]([C:68](O)=[O:69])[CH2:64][CH:65]([CH3:67])[CH3:66])(OCC1C2C(=CC=CC=2)C2C1=CC=CC=2)=O. The catalyst is CN(C1C=CN=CC=1)C.C(OCC)(=O)C. The product is [NH2:62][C@H:63]([C:68]([O:1][C@H:2]1[C:10]2[C:5](=[CH:6][CH:7]=[CH:8][CH:9]=2)[CH2:4][C@:3]1([CH2:20][C:21]1[CH:29]=[CH:28][C:24]([C:25](=[O:26])[NH2:27])=[CH:23][CH:22]=1)[C:11]1[CH2:12][C:13]2[C:18]([CH:19]=1)=[CH:17][CH:16]=[CH:15][CH:14]=2)=[O:69])[CH2:64][CH:65]([CH3:67])[CH3:66]. The yield is 0.630. (5) The reactants are [O:1]([C:8]1[CH:13]=[CH:12][C:11]([C:14]2[C:22]3[C:17](=[N:18][CH:19]=[N:20][C:21]=3[NH2:23])[N:16]([CH:24]3[CH2:29][CH2:28][NH:27][CH2:26][CH2:25]3)[N:15]=2)=[CH:10][CH:9]=1)[C:2]1[CH:7]=[CH:6][CH:5]=[CH:4][CH:3]=1.Cl.[CH3:31][N:32]1[CH2:37][CH2:36][N:35]([C:38](Cl)=[O:39])[CH2:34][CH2:33]1. The catalyst is N1C=CC=CC=1. The product is [NH2:23][C:21]1[N:20]=[CH:19][N:18]=[C:17]2[N:16]([CH:24]3[CH2:29][CH2:28][N:27]([C:38]([N:35]4[CH2:36][CH2:37][N:32]([CH3:31])[CH2:33][CH2:34]4)=[O:39])[CH2:26][CH2:25]3)[N:15]=[C:14]([C:11]3[CH:10]=[CH:9][C:8]([O:1][C:2]4[CH:7]=[CH:6][CH:5]=[CH:4][CH:3]=4)=[CH:13][CH:12]=3)[C:22]=12. The yield is 0.450. (6) The reactants are [Br:1][C:2]1[CH:7]=[C:6]([F:8])[C:5]([CH2:9][C:10]#N)=[C:4]([F:12])[CH:3]=1.[OH:13]S(O)(=O)=O.[OH2:18]. No catalyst specified. The product is [Br:1][C:2]1[CH:7]=[C:6]([F:8])[C:5]([CH2:9][C:10]([OH:13])=[O:18])=[C:4]([F:12])[CH:3]=1. The yield is 0.333. (7) The reactants are [CH3:1][O:2][C:3]([C:5]1[NH:9][C:8]2[CH:10]=[CH:11][CH:12]=[CH:13][C:7]=2[N:6]=1)=[O:4].[H-].[Na+].I[CH3:17]. The catalyst is CN(C=O)C.[Cl-].[Na+].O. The product is [CH3:1][O:2][C:3]([C:5]1[N:6]([CH3:17])[C:7]2[CH:13]=[CH:12][CH:11]=[CH:10][C:8]=2[N:9]=1)=[O:4]. The yield is 0.900.